Task: Predict the reactants needed to synthesize the given product.. Dataset: Full USPTO retrosynthesis dataset with 1.9M reactions from patents (1976-2016) (1) Given the product [CH:1]1([CH2:4][O:5][C:6]2[C:11]([O:12][CH3:13])=[CH:10][CH:9]=[CH:8][C:7]=2/[CH:14]=[CH:15]/[C:16]2[N:17]=[C:18]3[N:22]([C:23]=2[C:24]([N:38]2[CH2:39][CH2:40][N:35]([C:32]4[CH:31]=[CH:30][C:29]([C:28]([F:42])([F:27])[F:41])=[CH:34][N:33]=4)[CH2:36][CH2:37]2)=[O:25])[CH:21]=[CH:20][S:19]3)[CH2:3][CH2:2]1, predict the reactants needed to synthesize it. The reactants are: [CH:1]1([CH2:4][O:5][C:6]2[C:11]([O:12][CH3:13])=[CH:10][CH:9]=[CH:8][C:7]=2/[CH:14]=[CH:15]/[C:16]2[N:17]=[C:18]3[N:22]([C:23]=2[C:24](O)=[O:25])[CH:21]=[CH:20][S:19]3)[CH2:3][CH2:2]1.[F:27][C:28]([F:42])([F:41])[C:29]1[CH:30]=[CH:31][C:32]([N:35]2[CH2:40][CH2:39][NH:38][CH2:37][CH2:36]2)=[N:33][CH:34]=1.C(N(CC)CC)C. (2) Given the product [N:3]1[CH:4]=[CH:5][CH:6]=[CH:7][C:2]=1[C:11]#[C:10][CH2:9][CH2:8][C:12]1[S:13][C:14]2[CH:20]=[CH:19][CH:18]=[CH:17][C:15]=2[N:16]=1, predict the reactants needed to synthesize it. The reactants are: Br[C:2]1[CH:7]=[CH:6][CH:5]=[CH:4][N:3]=1.[CH2:8]([C:12]1[S:13][C:14]2[CH:20]=[CH:19][CH:18]=[CH:17][C:15]=2[N:16]=1)[CH2:9][C:10]#[CH:11].